Dataset: Catalyst prediction with 721,799 reactions and 888 catalyst types from USPTO. Task: Predict which catalyst facilitates the given reaction. (1) Reactant: [C:1]([O:5][C:6](=[O:31])[NH:7][CH:8]1[CH2:13][CH2:12][CH:11]([NH:14][C:15]2[C:16]3[N:17]([C:21]([C:24]4[CH:29]=[CH:28][CH:27]=[C:26](Br)[N:25]=4)=[CH:22][N:23]=3)[CH:18]=[CH:19][N:20]=2)[CH2:10][CH2:9]1)([CH3:4])([CH3:3])[CH3:2].[Cl:32][C:33]1[CH:40]=[CH:39][C:36]([CH2:37][NH2:38])=[CH:35][CH:34]=1.CN(C1C(C2C(P(C3CCCCC3)C3CCCCC3)=CC=CC=2)=CC=CC=1)C.CC([O-])(C)C.[Na+]. Product: [C:1]([O:5][C:6](=[O:31])[NH:7][CH:8]1[CH2:13][CH2:12][CH:11]([NH:14][C:15]2[C:16]3[N:17]([C:21]([C:24]4[CH:29]=[CH:28][CH:27]=[C:26]([NH:38][CH2:37][C:36]5[CH:39]=[CH:40][C:33]([Cl:32])=[CH:34][CH:35]=5)[N:25]=4)=[CH:22][N:23]=3)[CH:18]=[CH:19][N:20]=2)[CH2:10][CH2:9]1)([CH3:4])([CH3:3])[CH3:2]. The catalyst class is: 62. (2) Reactant: O1CCOCC1.[C:7]([O:11][C:12]([N:14]1[CH2:18][CH2:17][CH2:16][C@H:15]1[C:19]1[NH:20][C:21]([C:24]2[CH:29]=[CH:28][C:27](Br)=[CH:26][CH:25]=2)=[CH:22][N:23]=1)=[O:13])([CH3:10])([CH3:9])[CH3:8].[B:31]1([B:31]2[O:35][C:34]([CH3:37])([CH3:36])[C:33]([CH3:39])([CH3:38])[O:32]2)[O:35][C:34]([CH3:37])([CH3:36])[C:33]([CH3:39])([CH3:38])[O:32]1.C([O-])(=O)C.[K+]. Product: [C:7]([O:11][C:12]([N:14]1[CH2:18][CH2:17][CH2:16][C@H:15]1[C:19]1[NH:20][C:21]([C:24]2[CH:29]=[CH:28][C:27]([B:31]3[O:35][C:34]([CH3:37])([CH3:36])[C:33]([CH3:39])([CH3:38])[O:32]3)=[CH:26][CH:25]=2)=[CH:22][N:23]=1)=[O:13])([CH3:10])([CH3:9])[CH3:8]. The catalyst class is: 535. (3) Reactant: [H-].[Al+3].[Li+].[H-].[H-].[H-].[NH2:7][C@@H:8]1[CH2:13][CH2:12][C@H:11]([C:14](O)=[O:15])[CH2:10][CH2:9]1.O.[OH-].[Na+]. Product: [NH2:7][C@@H:8]1[CH2:13][CH2:12][C@H:11]([CH2:14][OH:15])[CH2:10][CH2:9]1. The catalyst class is: 7. (4) Reactant: [CH3:1][C:2]1[CH:3]=[C:4]([C:30]2[CH:35]=[CH:34][C:33]([N+:36]([O-:38])=[O:37])=[CH:32][CH:31]=2)[CH:5]=[CH:6][C:7]=1[C:8](=[O:29])[CH2:9][C:10]([CH2:21][CH2:22][C:23]1[CH:28]=[CH:27][CH:26]=[CH:25][CH:24]=1)(C(OCC)=O)[C:11]([O:13][CH2:14][CH3:15])=[O:12].[OH-].[Na+].C(O)C. Product: [CH3:1][C:2]1[CH:3]=[C:4]([C:30]2[CH:31]=[CH:32][C:33]([N+:36]([O-:38])=[O:37])=[CH:34][CH:35]=2)[CH:5]=[CH:6][C:7]=1[C:8](=[O:29])[CH2:9][CH:10]([CH2:21][CH2:22][C:23]1[CH:28]=[CH:27][CH:26]=[CH:25][CH:24]=1)[C:11]([O:13][CH2:14][CH3:15])=[O:12]. The catalyst class is: 21. (5) Reactant: [C:1]([C:5]1[CH:6]=[C:7]([C:15]2[N:19]([C:20]3[CH:25]=[CH:24][C:23]([S:26](=[O:31])(=[O:30])[N:27]([CH3:29])[CH3:28])=[CH:22][CH:21]=3)[N:18]=[C:17]([C:32]3[CH:41]=[CH:40][C:35]([C:36]([O:38]C)=[O:37])=[CH:34][CH:33]=3)[CH:16]=2)[CH:8]=[C:9]([C:11]([CH3:14])([CH3:13])[CH3:12])[CH:10]=1)([CH3:4])([CH3:3])[CH3:2].[Li+].[OH-]. Product: [C:1]([C:5]1[CH:6]=[C:7]([C:15]2[N:19]([C:20]3[CH:25]=[CH:24][C:23]([S:26](=[O:31])(=[O:30])[N:27]([CH3:28])[CH3:29])=[CH:22][CH:21]=3)[N:18]=[C:17]([C:32]3[CH:41]=[CH:40][C:35]([C:36]([OH:38])=[O:37])=[CH:34][CH:33]=3)[CH:16]=2)[CH:8]=[C:9]([C:11]([CH3:14])([CH3:13])[CH3:12])[CH:10]=1)([CH3:2])([CH3:3])[CH3:4]. The catalyst class is: 200. (6) Reactant: [Cl:1][C:2]1[N:3]([CH2:10][C@:11]([OH:15])([CH3:14])[CH2:12][OH:13])[CH:4]=[C:5]([N+:7]([O-:9])=[O:8])[N:6]=1.C(N(CC)CC)C.[F:23][C:24]([F:41])([F:40])[C:25]1[CH:30]=[CH:29][C:28]([C:31]2[CH2:32][CH2:33][N:34]([C:37](Cl)=[O:38])[CH2:35][CH:36]=2)=[CH:27][CH:26]=1. Product: [F:40][C:24]([F:23])([F:41])[C:25]1[CH:26]=[CH:27][C:28]([C:31]2[CH2:36][CH2:35][N:34]([C:37]([O:13][CH2:12][C@@:11]([OH:15])([CH3:14])[CH2:10][N:3]3[CH:4]=[C:5]([N+:7]([O-:9])=[O:8])[N:6]=[C:2]3[Cl:1])=[O:38])[CH2:33][CH:32]=2)=[CH:29][CH:30]=1. The catalyst class is: 133. (7) Reactant: Br[C:2]1[N:11]=[C:10](C(NCC2C=CC(F)=CC=2)=O)[C:9](O)=[C:8]2[C:3]=1[CH:4]=[CH:5][CH:6]=[N:7]2.C(C([Sn])=C(CCCC)CCCC)CCC.[C:39]([NH:46]CCN)([O:41][C:42]([CH3:45])([CH3:44])[CH3:43])=[O:40]. Product: [C:39]([NH:46][N:7]1[C:2]2[C:3](=[CH:8][CH:9]=[CH:10][N:11]=2)[CH:4]=[CH:5][CH2:6]1)([O:41][C:42]([CH3:45])([CH3:44])[CH3:43])=[O:40]. The catalyst class is: 184. (8) Reactant: [F:1][C:2]1[CH:10]=[CH:9][C:5]([CH2:6][CH2:7][NH2:8])=[CH:4][CH:3]=1.C(N(C(C)C)CC)(C)C.[F:20][C:21]([F:32])([F:31])[C:22]1[CH:30]=[CH:29][C:25]([C:26](Cl)=[O:27])=[CH:24][CH:23]=1. Product: [F:1][C:2]1[CH:10]=[CH:9][C:5]([CH2:6][CH2:7][NH:8][C:26](=[O:27])[C:25]2[CH:29]=[CH:30][C:22]([C:21]([F:20])([F:31])[F:32])=[CH:23][CH:24]=2)=[CH:4][CH:3]=1. The catalyst class is: 4. (9) Reactant: C(OC[N:10]1[C:14]([C:15]2[CH:20]=[CH:19][N:18]=[CH:17][C:16]=2[N:21]([CH3:38])[C:22](=[O:37])[C:23]2[CH:28]=[C:27]([C:29]([F:32])([F:31])[F:30])[CH:26]=[C:25]([C:33]([F:36])([F:35])[F:34])[CH:24]=2)=[C:13]([CH3:39])[CH:12]=[N:11]1)C1C=CC=CC=1.C(Cl)Cl. Product: [CH3:38][N:21]([C:16]1[CH:17]=[N:18][CH:19]=[CH:20][C:15]=1[C:14]1[NH:10][N:11]=[CH:12][C:13]=1[CH3:39])[C:22](=[O:37])[C:23]1[CH:28]=[C:27]([C:29]([F:31])([F:30])[F:32])[CH:26]=[C:25]([C:33]([F:34])([F:35])[F:36])[CH:24]=1. The catalyst class is: 67.